Dataset: Reaction yield outcomes from USPTO patents with 853,638 reactions. Task: Predict the reaction yield, written as a fraction of the theoretical maximum amount of product (1.0 means a 100% yield; for example, 0.34 means a 34% yield). (1) The reactants are [Br:1][C:2]1[CH:3]=[C:4]2[C:9](=[CH:10][CH:11]=1)[NH:8][N:7]=[CH:6][C:5]2=O.[OH-].[Na+].O=P(Cl)(Cl)[Cl:17]. No catalyst specified. The product is [Br:1][C:2]1[CH:3]=[C:4]2[C:9](=[CH:10][CH:11]=1)[N:8]=[N:7][CH:6]=[C:5]2[Cl:17]. The yield is 0.430. (2) The catalyst is C(Cl)Cl.C(OCC)(=O)C. The yield is 0.620. The reactants are [C:1](Cl)([C:14]1[CH:19]=[CH:18][CH:17]=[CH:16][CH:15]=1)([C:8]1[CH:13]=[CH:12][CH:11]=[CH:10][CH:9]=1)[C:2]1[CH:7]=[CH:6][CH:5]=[CH:4][CH:3]=1.[CH2:21]=[C:22]([CH2:25][OH:26])[CH2:23][OH:24].C(N(CC)CC)C.C([O-])(O)=O.[Na+]. The product is [C:2]1([C:1]([C:14]2[CH:19]=[CH:18][CH:17]=[CH:16][CH:15]=2)([C:8]2[CH:13]=[CH:12][CH:11]=[CH:10][CH:9]=2)[O:24][CH2:23][C:22](=[CH2:21])[CH2:25][OH:26])[CH:7]=[CH:6][CH:5]=[CH:4][CH:3]=1. (3) The reactants are [OH:1][C:2]1[CH:9]=[C:8]([OH:10])[C:7]([C:11]2(O)[C:19]3[C:14](=[CH:15][CH:16]=[CH:17][CH:18]=3)[N:13]([CH2:20][C:21]3[CH:26]=[CH:25][C:24]([O:27][CH3:28])=[CH:23][CH:22]=3)[C:12]2=[O:29])=[CH:6][C:3]=1[C:4]#[N:5].C([SiH](CC)CC)C.FC(F)(F)C(O)=O. The catalyst is ClCCl. The product is [OH:1][C:2]1[CH:9]=[C:8]([OH:10])[C:7]([CH:11]2[C:19]3[C:14](=[CH:15][CH:16]=[CH:17][CH:18]=3)[N:13]([CH2:20][C:21]3[CH:22]=[CH:23][C:24]([O:27][CH3:28])=[CH:25][CH:26]=3)[C:12]2=[O:29])=[CH:6][C:3]=1[C:4]#[N:5]. The yield is 0.980. (4) The reactants are [CH3:1][N:2]1[C:10](=[O:11])[C:9]2[NH:8][C:7]([O:12][C:13]3[CH:18]=[CH:17][CH:16]=[C:15]([O:19][C:20]([F:23])([F:22])[F:21])[CH:14]=3)=[N:6][C:5]=2[N:4]([CH3:24])[C:3]1=[O:25].Br[CH2:27][C:28]1[CH:33]=[CH:32][CH:31]=[C:30]([O:34][C:35]([F:38])([F:37])[F:36])[CH:29]=1.C(=O)([O-])[O-].[K+].[K+]. The catalyst is CN(C=O)C. The product is [CH3:1][N:2]1[C:10](=[O:11])[C:9]2[N:8]([CH2:27][C:28]3[CH:33]=[CH:32][CH:31]=[C:30]([O:34][C:35]([F:36])([F:37])[F:38])[CH:29]=3)[C:7]([O:12][C:13]3[CH:18]=[CH:17][CH:16]=[C:15]([O:19][C:20]([F:23])([F:22])[F:21])[CH:14]=3)=[N:6][C:5]=2[N:4]([CH3:24])[C:3]1=[O:25]. The yield is 0.539. (5) The reactants are [CH3:1][C:2]1[N:6]([CH3:7])[C:5]2[CH:8]=[CH:9][C:10]3[C@H:11]([OH:22])[CH2:12][C@H:13]([C:16]4[CH:21]=[CH:20][CH:19]=[CH:18][CH:17]=4)[O:14][C:15]=3[C:4]=2[N:3]=1.CS(O)(=O)=O.C(=O)(O)[O-].[Na+].[CH2:33](O)[CH3:34]. No catalyst specified. The product is [CH3:33][CH2:34][O:22][CH:11]1[C:10]2[CH:9]=[CH:8][C:5]3[N:6]([CH3:7])[C:2]([CH3:1])=[N:3][C:4]=3[C:15]=2[O:14][CH:13]([C:16]2[CH:17]=[CH:18][CH:19]=[CH:20][CH:21]=2)[CH2:12]1. The yield is 0.610.